From a dataset of Catalyst prediction with 721,799 reactions and 888 catalyst types from USPTO. Predict which catalyst facilitates the given reaction. (1) Product: [CH3:1][O:2][C:3]1[CH:12]=[C:11]([CH2:13][N:14]2[CH2:20][C:19]3[CH:21]=[C:22]([O:25][CH3:26])[N:23]=[CH:24][C:18]=3[S:17][CH2:16][CH2:15]2)[CH:10]=[CH:9][C:4]=1[C:5]([OH:7])=[O:6]. Reactant: [CH3:1][O:2][C:3]1[CH:12]=[C:11]([CH2:13][N:14]2[CH2:20][C:19]3[CH:21]=[C:22]([O:25][CH3:26])[N:23]=[CH:24][C:18]=3[S:17][CH2:16][CH2:15]2)[CH:10]=[CH:9][C:4]=1[C:5]([O:7]C)=[O:6].CO.C1COCC1.[OH-].[Li+]. The catalyst class is: 6. (2) Reactant: C1(P(C2C=CC=CC=2)C2C=CC3C(=CC=CC=3)C=2C2C3C(=CC=CC=3)C=CC=2P(C2C=CC=CC=2)C2C=CC=CC=2)C=CC=CC=1.Br[C:48]1[CH:60]=[CH:59][C:51]([C:52]([O:54][C:55]([CH3:58])([CH3:57])[CH3:56])=[O:53])=[C:50]([CH3:61])[CH:49]=1.CC(C)([O-])C.[Na+].[Cl:68][C:69]1[CH:70]=[C:71]([C:76]2([C:81]([F:84])([F:83])[F:82])[CH2:80][NH:79][N:78]=[CH:77]2)[CH:72]=[C:73]([Cl:75])[CH:74]=1. Product: [Cl:68][C:69]1[CH:70]=[C:71]([C:76]2([C:81]([F:83])([F:82])[F:84])[CH:77]=[N:78][N:79]([C:48]3[CH:60]=[CH:59][C:51]([C:52]([O:54][C:55]([CH3:58])([CH3:57])[CH3:56])=[O:53])=[C:50]([CH3:61])[CH:49]=3)[CH2:80]2)[CH:72]=[C:73]([Cl:75])[CH:74]=1. The catalyst class is: 187. (3) Reactant: [C:1]([O:5][C:6]([N:8]1[CH2:13][CH2:12][CH2:11][C@H:10]([CH2:14][O:15][C:16]2[CH:21]=[CH:20][CH:19]=[CH:18][C:17]=2[OH:22])[CH2:9]1)=[O:7])([CH3:4])([CH3:3])[CH3:2].[CH:23]1(O)[CH2:28][CH2:27][CH2:26][CH2:25][CH2:24]1.C1(P(C2C=CC=CC=2)C2C=CC=CC=2)C=CC=CC=1.N(C(OC(C)C)=O)=NC(OC(C)C)=O.CC(OC(/N=N/C(OC(C)C)=O)=O)C. Product: [C:1]([O:5][C:6]([N:8]1[CH2:13][CH2:12][CH2:11][C@H:10]([CH2:14][O:15][C:16]2[CH:21]=[CH:20][CH:19]=[CH:18][C:17]=2[O:22][CH:23]2[CH2:28][CH2:27][CH2:26][CH2:25][CH2:24]2)[CH2:9]1)=[O:7])([CH3:4])([CH3:2])[CH3:3]. The catalyst class is: 1. (4) Reactant: [Cl:1][C:2]1[C:7]([C:8]([OH:10])=O)=[CH:6][N:5]=[C:4]([Cl:11])[CH:3]=1.CN(C(ON1N=NC2C=CC=NC1=2)=[N+](C)C)C.F[P-](F)(F)(F)(F)F.C(N(CC)C(C)C)(C)C.Cl.[F:46][C:47]1[CH:52]=[CH:51][C:50]([CH:53]2[CH2:58][CH2:57][NH:56][CH2:55][CH2:54]2)=[CH:49][CH:48]=1.C(=O)([O-])O.[Na+]. Product: [Cl:1][C:2]1[CH:3]=[C:4]([Cl:11])[N:5]=[CH:6][C:7]=1[C:8]([N:56]1[CH2:57][CH2:58][CH:53]([C:50]2[CH:49]=[CH:48][C:47]([F:46])=[CH:52][CH:51]=2)[CH2:54][CH2:55]1)=[O:10]. The catalyst class is: 3. (5) Reactant: [Li+].[BH4-].C[O:4][C:5](=O)[CH2:6][C:7]1[CH:12]=[CH:11][C:10]([C:13]#[N:14])=[C:9]([F:15])[CH:8]=1.O. Product: [F:15][C:9]1[CH:8]=[C:7]([CH2:6][CH2:5][OH:4])[CH:12]=[CH:11][C:10]=1[C:13]#[N:14]. The catalyst class is: 1. (6) Reactant: [N:1]1[C:10]2[C:5](=[CH:6][CH:7]=[CH:8][CH:9]=2)[N:4]=[CH:3][C:2]=1[C:11]([OH:13])=O.CN(C1C=CC=CN=1)C.CCN=C=NCCCN(C)C.[NH2:34][C@H:35]([C@H:43]1[O:47][C:46](=[O:48])[C@H:45]([CH2:49][CH2:50][C:51]([F:54])([CH3:53])[CH3:52])[CH2:44]1)[CH2:36][C:37]1[CH:42]=[CH:41][CH:40]=[CH:39][CH:38]=1. The catalyst class is: 343. Product: [F:54][C:51]([CH3:53])([CH3:52])[CH2:50][CH2:49][C@H:45]1[C:46](=[O:48])[O:47][C@H:43]([C@@H:35]([NH:34][C:11]([C:2]2[CH:3]=[N:4][C:5]3[C:10](=[CH:9][CH:8]=[CH:7][CH:6]=3)[N:1]=2)=[O:13])[CH2:36][C:37]2[CH:38]=[CH:39][CH:40]=[CH:41][CH:42]=2)[CH2:44]1.